Dataset: Forward reaction prediction with 1.9M reactions from USPTO patents (1976-2016). Task: Predict the product of the given reaction. (1) Given the reactants [CH3:1]COCC.[O:6]=[C:7]1[CH2:13][CH2:12][CH2:11][N:10]([C:14]([O:16][C:17]([CH3:20])([CH3:19])[CH3:18])=[O:15])[CH2:9][CH2:8]1.[Li]C, predict the reaction product. The product is: [OH:6][C:7]1([CH3:1])[CH2:13][CH2:12][CH2:11][N:10]([C:14]([O:16][C:17]([CH3:20])([CH3:19])[CH3:18])=[O:15])[CH2:9][CH2:8]1. (2) Given the reactants [Cl:1][C:2]1[C:7]2[C:8](=O)[N:9](CC3C=CC(OC)=CC=3OC)[CH:10]([CH3:11])[C:6]=2[C:5]([F:24])=[C:4]([Cl:25])[N:3]=1.C([SiH](CC)CC)C, predict the reaction product. The product is: [Cl:1][C:2]1[C:7]2[CH:8]=[N:9][CH:10]([CH3:11])[C:6]=2[C:5]([F:24])=[C:4]([Cl:25])[N:3]=1. (3) Given the reactants [F:1][C:2]1[N:6]([CH3:7])[N:5]=[C:4]([CH3:8])[C:3]=1[C:9](Cl)=[O:10].[CH3:12][O:13][C:14]1[C:15]([CH2:22][NH:23][CH:24]2[CH2:26][CH2:25]2)=[N:16][CH:17]=[CH:18][C:19]=1[O:20][CH3:21].C(N(CC)CC)C.CCCCC.C(OCC)(=O)C, predict the reaction product. The product is: [CH:24]1([N:23]([CH2:22][C:15]2[C:14]([O:13][CH3:12])=[C:19]([O:20][CH3:21])[CH:18]=[CH:17][N:16]=2)[C:9]([C:3]2[C:4]([CH3:8])=[N:5][N:6]([CH3:7])[C:2]=2[F:1])=[O:10])[CH2:25][CH2:26]1. (4) Given the reactants [N+:1]([C:4]1[CH:5]=[C:6]([OH:10])[CH:7]=[CH:8][CH:9]=1)([O-])=O.[Br:11][C:12]1[CH:17]=[CH:16][CH:15]=[C:14]([CH2:18]Br)[CH:13]=1.BrCC1C=CC=C(F)C=1, predict the reaction product. The product is: [Br:11][C:12]1[CH:13]=[C:14]([CH:15]=[CH:16][CH:17]=1)[CH2:18][O:10][C:6]1[CH:5]=[C:4]([NH2:1])[CH:9]=[CH:8][CH:7]=1. (5) The product is: [N+:8]([C:5]1[CH:6]=[CH:7][C:2]([NH:1][C:18](=[O:19])[CH2:17][C:11]2[CH:16]=[CH:15][CH:14]=[CH:13][CH:12]=2)=[N:3][CH:4]=1)([O-:10])=[O:9]. Given the reactants [NH2:1][C:2]1[CH:7]=[CH:6][C:5]([N+:8]([O-:10])=[O:9])=[CH:4][N:3]=1.[C:11]1([CH2:17][C:18](Cl)=[O:19])[CH:16]=[CH:15][CH:14]=[CH:13][CH:12]=1, predict the reaction product. (6) The product is: [Br:1][C:2]1[N:7]=[C:6]2[N:8]([CH2:9][CH2:10][CH2:11][N:12]3[CH2:13][CH2:14][CH2:15][CH2:16][CH2:17]3)[C:28]([NH:27][C:24]3[CH:25]=[CH:26][C:21]([O:20][CH3:19])=[CH:22][CH:23]=3)=[N:18][C:5]2=[N:4][CH:3]=1. Given the reactants [Br:1][C:2]1[N:7]=[C:6]([NH:8][CH2:9][CH2:10][CH2:11][N:12]2[CH2:17][CH2:16][CH2:15][CH2:14][CH2:13]2)[C:5]([NH2:18])=[N:4][CH:3]=1.[CH3:19][O:20][C:21]1[CH:26]=[CH:25][C:24]([N:27]=[C:28]=S)=[CH:23][CH:22]=1, predict the reaction product. (7) Given the reactants C(OC([N:8]1[CH2:13][CH2:12][CH:11]([N:14]2[CH:18]=[C:17]([C:19]3[CH:20]=[N:21][C:22]([NH2:34])=[C:23](B4OC(C)(C)C(C)(C)O4)[CH:24]=3)[CH:16]=[N:15]2)[CH2:10][CH2:9]1)=O)(C)(C)C.Cl[C:36]1[S:37][C:38]2[C:44]([F:45])=[CH:43][CH:42]=[C:41]([C:46]([F:49])([F:48])[F:47])[C:39]=2[N:40]=1.C(=O)([O-])[O-].[K+].[K+].N#N, predict the reaction product. The product is: [F:45][C:44]1[C:38]2[S:37][C:36]([C:23]3[C:22]([NH2:34])=[N:21][CH:20]=[C:19]([C:17]4[CH:16]=[N:15][N:14]([CH:11]5[CH2:10][CH2:9][NH:8][CH2:13][CH2:12]5)[CH:18]=4)[CH:24]=3)=[N:40][C:39]=2[C:41]([C:46]([F:49])([F:47])[F:48])=[CH:42][CH:43]=1. (8) Given the reactants [OH:1][C:2]1[CH:3]=[C:4]2[C:9](=[CH:10][CH:11]=1)[C:8]([C:12]([OH:14])=O)=[CH:7][CH:6]=[CH:5]2.[CH3:15][NH2:16], predict the reaction product. The product is: [OH:1][C:2]1[CH:3]=[C:4]2[C:9](=[CH:10][CH:11]=1)[C:8]([C:12]([NH:16][CH3:15])=[O:14])=[CH:7][CH:6]=[CH:5]2. (9) Given the reactants [NH2:1][C:2]1[N:10]=[C:9]2[C:5]([N:6]=[CH:7][N:8]2[CH2:11][CH2:12]Br)=[CH:4][N:3]=1.C([C:16](CC)([C:20]([O-])=[O:21])[C:17]([O-])=[O:18])C.C(=O)([O-])[O-].[K+].[K+].[BH4-].[Na+].Cl, predict the reaction product. The product is: [NH2:1][C:2]1[N:10]=[C:9]2[C:5]([N:6]=[CH:7][N:8]2[CH2:11][CH2:12][CH:16]([CH2:20][OH:21])[CH2:17][OH:18])=[CH:4][N:3]=1.